Predict the product of the given reaction. From a dataset of Forward reaction prediction with 1.9M reactions from USPTO patents (1976-2016). (1) Given the reactants C(C1C=C2C(=CC=1)N(C)C=C2C1CCC(=O)CC1)#N.O1[C:24]2([CH2:29][CH2:28][CH:27]([C:30]3[C:38]4[C:33](=[CH:34][CH:35]=[C:36]([C:39]#[N:40])[CH:37]=4)[N:32]([CH2:41][CH3:42])[CH:31]=3)[CH2:26][CH2:25]2)[O:23]CC1, predict the reaction product. The product is: [C:39]([C:36]1[CH:37]=[C:38]2[C:33](=[CH:34][CH:35]=1)[N:32]([CH2:41][CH3:42])[CH:31]=[C:30]2[CH:27]1[CH2:28][CH2:29][C:24](=[O:23])[CH2:25][CH2:26]1)#[N:40]. (2) Given the reactants [OH:1][C@H:2]1[CH2:7][CH2:6][CH2:5][CH2:4][C@@H:3]1[NH:8][C:9]([C:11]1[C:15]2=[N:16][CH:17]=[CH:18][C:19]([CH3:20])=[C:14]2[NH:13][CH:12]=1)=[O:10].C([O-])([O-])=O.[Cs+].[Cs+].Br[CH2:28][C:29]1[CH:34]=[CH:33][C:32]([O:35][CH3:36])=[C:31]([F:37])[CH:30]=1, predict the reaction product. The product is: [F:37][C:31]1[CH:30]=[C:29]([CH:34]=[CH:33][C:32]=1[O:35][CH3:36])[CH2:28][N:13]1[C:14]2[C:15](=[N:16][CH:17]=[CH:18][C:19]=2[CH3:20])[C:11]([C:9]([NH:8][C@H:3]2[CH2:4][CH2:5][CH2:6][CH2:7][C@@H:2]2[OH:1])=[O:10])=[CH:12]1.